Dataset: Reaction yield outcomes from USPTO patents with 853,638 reactions. Task: Predict the reaction yield, written as a fraction of the theoretical maximum amount of product (1.0 means a 100% yield; for example, 0.34 means a 34% yield). (1) The reactants are [CH3:1][C:2]1([CH3:16])[C:6]([CH3:8])([CH3:7])[O:5][B:4]([C:9]2[CH:10]=[C:11]([OH:15])[CH:12]=[CH:13][CH:14]=2)[O:3]1.[H-].[Na+].Cl[CH2:20][C:21]1[CH:26]=[CH:25][N:24]=[CH:23][CH:22]=1. The catalyst is CN(C=O)C. The product is [CH3:8][C:6]1([CH3:7])[C:2]([CH3:16])([CH3:1])[O:3][B:4]([C:9]2[CH:10]=[C:11]([CH:12]=[CH:13][CH:14]=2)[O:15][CH2:20][C:21]2[CH:26]=[CH:25][N:24]=[CH:23][CH:22]=2)[O:5]1. The yield is 0.500. (2) The product is [C:58]([CH:57]1[CH2:61][N:62]([CH2:63][C:64]2[CH:65]=[CH:66][C:67]([F:70])=[CH:68][CH:69]=2)[C:19](=[O:21])[C:18]([C:12]2[NH:11][C:10]3[S:9][CH:8]=[C:7]([CH2:6][NH:5][S:2]([CH3:1])(=[O:3])=[O:4])[C:15]=3[S:14](=[O:16])(=[O:17])[N:13]=2)=[C:56]1[OH:71])([CH3:59])([CH3:60])[CH3:32]. The yield is 0.420. The catalyst is CN(C)C=O. The reactants are [CH3:1][S:2]([NH:5][CH2:6][C:7]1[C:15]2[S:14](=[O:17])(=[O:16])[N:13]=[C:12]([CH2:18][C:19]([OH:21])=O)[NH:11][C:10]=2[S:9][CH:8]=1)(=[O:4])=[O:3].F[P-](F)(F)(F)(F)F.N1(OC(N(C)C)=[N+](C)C)C2N=CC=C[C:32]=2N=N1.CN1CCOCC1.C(O[C:56](=[O:71])[CH:57]([CH2:61][NH:62][CH2:63][C:64]1[CH:69]=[CH:68][C:67]([F:70])=[CH:66][CH:65]=1)[CH:58]([CH3:60])[CH3:59])C.[O-]CC.[Na+].C(O)C. (3) The reactants are C([NH:4]CC1SC=C(CN2CCN([C@@H]([C@@H](C)CC)C(OC(C)(C)C)=O)C2=O)N=1)(C)C.C([O-])(O)=O.[Na+].Cl[C:36]([O:38][CH2:39][CH:40]1[C:52]2[CH:51]=[CH:50][CH:49]=[CH:48][C:47]=2[C:46]2[C:41]1=[CH:42][CH:43]=[CH:44][CH:45]=2)=[O:37]. The catalyst is C(#N)C.O. The product is [C:36]([NH2:4])([O:38][CH2:39][CH:40]1[C:52]2[C:47](=[CH:48][CH:49]=[CH:50][CH:51]=2)[C:46]2[C:41]1=[CH:42][CH:43]=[CH:44][CH:45]=2)=[O:37]. The yield is 0.400. (4) The reactants are [OH-].[Na+].[CH2:3]([C@@H:5]1[CH2:9][C@H:8]([OH:10])[CH2:7][C@@H:6]1[C:11]([O:13]CC)=[O:12])[CH3:4]. No catalyst specified. The product is [CH2:3]([C@@H:5]1[CH2:9][C@H:8]([OH:10])[CH2:7][C@@H:6]1[C:11]([OH:13])=[O:12])[CH3:4]. The yield is 1.00. (5) The reactants are [C:1]([O:5][C:6]([N:8]1[CH2:12][CH2:11][CH2:10][C@@:9]1([CH3:16])[C:13]([OH:15])=[O:14])=[O:7])([CH3:4])([CH3:3])[CH3:2].[Si](C=[N+]=[N-])(C)(C)[CH3:18]. The catalyst is CO.CCOCC. The product is [CH3:16][C@@:9]1([C:13]([O:15][CH3:18])=[O:14])[CH2:10][CH2:11][CH2:12][N:8]1[C:6]([O:5][C:1]([CH3:4])([CH3:2])[CH3:3])=[O:7]. The yield is 0.760. (6) The reactants are [NH2:1][C:2]1[CH:7]=[C:6]([Cl:8])[C:5]([SH:9])=[C:4]([Cl:10])[CH:3]=1.[Cl:11][C:12]1[N:13]=[N:14][C:15](Cl)=[CH:16][C:17]=1[CH:18]([CH3:20])[CH3:19].C(=O)([O-])[O-].[K+].[K+].Cl. The catalyst is CN(C)C=O. The product is [Cl:8][C:6]1[CH:7]=[C:2]([NH2:1])[CH:3]=[C:4]([Cl:10])[C:5]=1[S:9][C:15]1[N:14]=[N:13][C:12]([Cl:11])=[C:17]([CH:18]([CH3:20])[CH3:19])[CH:16]=1. The yield is 0.720. (7) The product is [NH2:27][C@@H:23]1[CH2:24][CH2:25][CH2:26][N:21]([C:18]2[N:19]=[CH:20][C:15]([NH:14][C:13]3[C:12]4[C:7](=[CH:8][CH:9]=[C:10]([C:35]5[CH:40]=[C:39]([F:41])[C:38]([OH:42])=[C:37]([Cl:43])[CH:36]=5)[N:11]=4)[N:6]=[CH:5][C:4]=3[C:1](=[O:3])[CH3:2])=[CH:16][CH:17]=2)[CH2:22]1. The yield is 0.670. The reactants are [C:1]([C:4]1[CH:5]=[N:6][C:7]2[C:12]([C:13]=1[NH:14][C:15]1[CH:16]=[CH:17][C:18]([N:21]3[CH2:26][CH2:25][CH2:24][C@@H:23]([NH:27]C(=O)OC(C)(C)C)[CH2:22]3)=[N:19][CH:20]=1)=[N:11][C:10]([C:35]1[CH:40]=[C:39]([F:41])[C:38]([OH:42])=[C:37]([Cl:43])[CH:36]=1)=[CH:9][CH:8]=2)(=[O:3])[CH3:2].C(O)(C(F)(F)F)=O. No catalyst specified. (8) The reactants are [N:1]([C:4]1[S:5][C:6]([CH3:19])=[C:7]([CH3:18])[C:8]=1[C:9]1[O:13][N:12]=[C:11]([C:14]([F:17])([F:16])[F:15])[N:10]=1)=[C:2]=[O:3].[NH:20]1[CH2:27][CH2:26][CH2:25][C@@H:21]1[C:22]([OH:24])=[O:23].C(N(CC)CC)C. The catalyst is C(Cl)Cl. The product is [CH3:18][C:7]1[C:8]([C:9]2[O:13][N:12]=[C:11]([C:14]([F:17])([F:16])[F:15])[N:10]=2)=[C:4]([NH:1][C:2]([N:20]2[CH2:27][CH2:26][CH2:25][C@@H:21]2[C:22]([OH:24])=[O:23])=[O:3])[S:5][C:6]=1[CH3:19]. The yield is 0.480.